From a dataset of Catalyst prediction with 721,799 reactions and 888 catalyst types from USPTO. Predict which catalyst facilitates the given reaction. (1) Reactant: [C:1]([O:5][C:6]([N:8]1[CH2:13][CH2:12][CH:11]([O:14][C:15]2[CH:16]=[CH:17][C:18]3[C:30](=[O:31])[C:29]4[C:28]5[C:23](=[CH:24][CH:25]=[C:26]([NH2:32])[CH:27]=5)[NH:22][C:21]=4[C:20]([CH3:34])([CH3:33])[C:19]=3[CH:35]=2)[CH2:10][CH2:9]1)=[O:7])([CH3:4])([CH3:3])[CH3:2].[S:36](Cl)([CH3:39])(=[O:38])=[O:37]. Product: [C:1]([O:5][C:6]([N:8]1[CH2:13][CH2:12][CH:11]([O:14][C:15]2[CH:16]=[CH:17][C:18]3[C:30](=[O:31])[C:29]4[C:28]5[C:23](=[CH:24][CH:25]=[C:26]([NH:32][S:36]([CH3:39])(=[O:38])=[O:37])[CH:27]=5)[NH:22][C:21]=4[C:20]([CH3:34])([CH3:33])[C:19]=3[CH:35]=2)[CH2:10][CH2:9]1)=[O:7])([CH3:4])([CH3:2])[CH3:3]. The catalyst class is: 17. (2) Reactant: [CH3:1][O:2][C:3]1[CH:4]=[CH:5][C:6]2[CH:12]([C:13]3[CH:18]=[CH:17][CH:16]=[CH:15][CH:14]=3)[CH2:11][CH2:10][N:9]([CH3:19])[CH2:8][C:7]=2[CH:20]=1.[C:21]([OH:28])(=[O:27])/[CH:22]=[CH:23]/[C:24]([OH:26])=[O:25]. Product: [C:21]([OH:28])(=[O:27])/[CH:22]=[CH:23]/[C:24]([OH:26])=[O:25].[CH3:1][O:2][C:3]1[CH:4]=[CH:5][C:6]2[CH:12]([C:13]3[CH:14]=[CH:15][CH:16]=[CH:17][CH:18]=3)[CH2:11][CH2:10][N:9]([CH3:19])[CH2:8][C:7]=2[CH:20]=1. The catalyst class is: 357. (3) Reactant: O/[N:2]=[C:3](\[CH3:7])/[C:4](=O)[CH3:5].O.[C:9]([OH:12])(=O)[CH3:10]. Product: [CH3:7][C:3]1[NH:2][C:7]2[CH2:3][CH2:4][CH2:5][C:9](=[O:12])[C:10]=2[C:4]=1[CH3:5]. The catalyst class is: 401. (4) Reactant: N1CCCCC1.[CH3:7][O:8][C:9]1[CH:16]=[CH:15][C:12]([CH:13]=O)=[CH:11][C:10]=1[O:17][CH2:18][C:19]#[C:20][CH3:21].C([CH2:25][C:26]([NH:28][C:29]1[CH:37]=[CH:36][CH:35]=[CH:34][C:30]=1[C:31]([OH:33])=[O:32])=[O:27])(O)=O.CC(O)=O. Product: [CH2:18]([O:17][C:10]1[CH:11]=[C:12](/[CH:13]=[CH:25]/[C:26]([NH:28][C:29]2[CH:37]=[CH:36][CH:35]=[CH:34][C:30]=2[C:31]([OH:33])=[O:32])=[O:27])[CH:15]=[CH:16][C:9]=1[O:8][CH3:7])[C:19]#[C:20][CH3:21]. The catalyst class is: 11. (5) Reactant: [C:1]([CH:6]=P(C1C=CC=CC=1)(C1C=CC=CC=1)C1C=CC=CC=1)([O:3][CH2:4][CH3:5])=[O:2].[F:26][C:27]([F:37])([F:36])[C:28]1[CH:33]=[CH:32][C:31]([CH:34]=O)=[CH:30][CH:29]=1. Product: [F:26][C:27]([F:37])([F:36])[C:28]1[CH:33]=[CH:32][C:31](/[CH:34]=[CH:6]/[C:1]([O:3][CH2:4][CH3:5])=[O:2])=[CH:30][CH:29]=1. The catalyst class is: 2. (6) Reactant: Cl.[NH2:2][CH2:3][C:4]1([C:17](=[O:26])[NH:18][C:19]2[CH:24]=[CH:23][C:22]([F:25])=[CH:21][N:20]=2)[CH2:9][CH2:8][N:7](C(OC(C)(C)C)=O)[CH2:6][CH2:5]1. Product: [NH2:2][CH2:3][C:4]1([C:17]([NH:18][C:19]2[CH:24]=[CH:23][C:22]([F:25])=[CH:21][N:20]=2)=[O:26])[CH2:5][CH2:6][NH:7][CH2:8][CH2:9]1. The catalyst class is: 12. (7) Reactant: [CH3:1][O:2][C:3]([C:5]1[N:6]([NH:13][CH2:14][C:15]2[CH:20]=[CH:19][CH:18]=[CH:17][CH:16]=2)[C:7]([Cl:12])=[C:8]([Cl:11])[C:9]=1[Cl:10])=[O:4].[CH2:21]([O:23][C:24](=[O:29])[CH2:25][C:26](Cl)=[O:27])[CH3:22]. Product: [CH3:1][O:2][C:3]([C:5]1[N:6]([N:13]([CH2:14][C:15]2[CH:20]=[CH:19][CH:18]=[CH:17][CH:16]=2)[C:26](=[O:27])[CH2:25][C:24]([O:23][CH2:21][CH3:22])=[O:29])[C:7]([Cl:12])=[C:8]([Cl:11])[C:9]=1[Cl:10])=[O:4]. The catalyst class is: 12. (8) Reactant: [Cl:1][C:2]1[N:27]=[C:26]([Cl:28])[CH:25]=[C:24]([CH3:29])[C:3]=1[C:4]([NH:6][CH2:7][CH2:8][C@H:9]([N:11]1[CH2:16][CH2:15][CH:14]([NH:17][CH2:18][C:19]2[CH:23]=[CH:22][S:21][CH:20]=2)[CH2:13][CH2:12]1)[CH3:10])=[O:5].C(O[C:35]([N:37]([CH2:39][C:40](O)=[O:41])C)=O)(C)(C)C.C1C=CC2N(O)N=NC=2C=1.CCN(C(C)C)C(C)C.CCN=C=NCCCN(C)C. Product: [Cl:1][C:2]1[N:27]=[C:26]([Cl:28])[CH:25]=[C:24]([CH3:29])[C:3]=1[C:4]([NH:6][CH2:7][CH2:8][C@H:9]([N:11]1[CH2:16][CH2:15][CH:14]([N:17]([C:40](=[O:41])[CH2:39][NH:37][CH3:35])[CH2:18][C:19]2[CH:23]=[CH:22][S:21][CH:20]=2)[CH2:13][CH2:12]1)[CH3:10])=[O:5]. The catalyst class is: 3.